This data is from Reaction yield outcomes from USPTO patents with 853,638 reactions. The task is: Predict the reaction yield, written as a fraction of the theoretical maximum amount of product (1.0 means a 100% yield; for example, 0.34 means a 34% yield). (1) The reactants are [OH:1][C:2]1[CH:10]=[C:9]([NH:11][S:12]([C:15]2[C:19]([Cl:20])=[C:18]([Cl:21])[S:17][C:16]=2[Cl:22])(=[O:14])=[O:13])[CH:8]=[CH:7][C:3]=1[C:4]([OH:6])=[O:5].O[CH2:24][CH2:25][CH2:26][NH:27][C:28](=[O:34])[O:29][C:30]([CH3:33])([CH3:32])[CH3:31]. No catalyst specified. The product is [OH:1][C:2]1[CH:10]=[C:9]([NH:11][S:12]([C:15]2[C:19]([Cl:20])=[C:18]([Cl:21])[S:17][C:16]=2[Cl:22])(=[O:14])=[O:13])[CH:8]=[CH:7][C:3]=1[C:4]([O:6][CH2:24][CH2:25][CH2:26][NH:27][C:28]([O:29][C:30]([CH3:31])([CH3:33])[CH3:32])=[O:34])=[O:5]. The yield is 0.400. (2) The reactants are S(Cl)([Cl:3])=O.Cl.[NH2:6][CH:7]([CH2:11][S:12][C:13]([CH3:16])([CH3:15])[CH3:14])[C:8]([OH:10])=[O:9].[CH3:17][CH:18](O)[CH3:19]. No catalyst specified. The product is [ClH:3].[CH:18]([O:9][C:8](=[O:10])[CH:7]([NH2:6])[CH2:11][S:12][C:13]([CH3:16])([CH3:15])[CH3:14])([CH3:19])[CH3:17]. The yield is 0.820. (3) The reactants are C1(C#C)C=CC=CC=1.[C:9]1([CH2:15][CH2:16][C:17]#[CH:18])[CH:14]=[CH:13][CH:12]=[CH:11][CH:10]=1.[N:19]([C:22]1[S:23][C:24]([C:28]([NH:30][CH2:31][C:32]2[CH:37]=[CH:36][CH:35]=[CH:34][CH:33]=2)=[O:29])=[C:25]([CH3:27])[N:26]=1)=[N+:20]=[N-:21]. No catalyst specified. The product is [CH2:31]([NH:30][C:28]([C:24]1[S:23][C:22]([N:19]2[CH:18]=[C:17]([CH2:16][CH2:15][C:9]3[CH:14]=[CH:13][CH:12]=[CH:11][CH:10]=3)[N:21]=[N:20]2)=[N:26][C:25]=1[CH3:27])=[O:29])[C:32]1[CH:33]=[CH:34][CH:35]=[CH:36][CH:37]=1. The yield is 0.200. (4) The reactants are [NH2:1][C:2]1[C:10]([CH3:11])=[CH:9][CH:8]=[CH:7][C:3]=1[C:4]([NH2:6])=[O:5].Cl.[N:13]1([CH2:19][CH2:20][C:21](O)=O)[CH2:18][CH2:17][O:16][CH2:15][CH2:14]1. No catalyst specified. The product is [CH3:11][C:10]1[CH:9]=[CH:8][CH:7]=[C:3]2[C:2]=1[N:1]=[C:21]([CH2:20][CH2:19][N:13]1[CH2:18][CH2:17][O:16][CH2:15][CH2:14]1)[NH:6][C:4]2=[O:5]. The yield is 0.220. (5) The reactants are B(F)(F)F.CCOCC.[Br:10][C:11]1[C:12]([CH3:18])=[C:13](N)[CH:14]=[N:15][CH:16]=1.COCCOC.N(OC(C)(C)C)=O.[C:32]([O:35]C(=O)C)(=[O:34])[CH3:33]. The catalyst is CCCCC. The product is [C:32]([O:35][C:13]1[CH:14]=[N:15][CH:16]=[C:11]([Br:10])[C:12]=1[CH3:18])(=[O:34])[CH3:33]. The yield is 0.380. (6) The reactants are [CH:1]([C:5]1[CH:10]=[CH:9][CH:8]=[C:7]([CH:11]([CH2:13][CH3:14])[CH3:12])[C:6]=1[O:15][C:16](=[O:18])[NH2:17])([CH2:3][CH3:4])[CH3:2]. The catalyst is CCCCCC.C(OCC)(=O)C. The product is [C@H:1]([C:5]1[CH:10]=[CH:9][CH:8]=[C:7]([C@@H:11]([CH2:13][CH3:14])[CH3:12])[C:6]=1[O:15][C:16](=[O:18])[NH:17][C@@H:1]([C:5]1[CH:10]=[CH:9][CH:8]=[CH:7][CH:6]=1)[CH3:2])([CH2:3][CH3:4])[CH3:2]. The yield is 0.530. (7) The yield is 0.550. The product is [Si:31]([O:30][CH2:29][CH2:28][CH:11]([N:9]1[C:10]2[C:6](=[CH:5][CH:4]=[CH:3][C:2]=2[F:1])[C:7]([CH3:21])([CH3:20])[C:8]1=[O:19])[C:12]1[CH:17]=[CH:16][CH:15]=[C:14]([F:18])[CH:13]=1)([C:34]([CH3:37])([CH3:36])[CH3:35])([CH3:33])[CH3:32]. The reactants are [F:1][C:2]1[CH:3]=[CH:4][CH:5]=[C:6]2[C:10]=1[N:9]([CH2:11][C:12]1[CH:17]=[CH:16][CH:15]=[C:14]([F:18])[CH:13]=1)[C:8](=[O:19])[C:7]2([CH3:21])[CH3:20].C([Li])CCC.Br[CH2:28][CH2:29][O:30][Si:31]([C:34]([CH3:37])([CH3:36])[CH3:35])([CH3:33])[CH3:32]. The catalyst is O1CCCC1. (8) The reactants are [CH2:1]([O:3][C:4]([C:6]1[C:7](Cl)=[N:8][C:9]2[C:14]([C:15]=1[C:16]1[CH:21]=[CH:20][CH:19]=[CH:18][CH:17]=1)=[CH:13][C:12]([Cl:22])=[CH:11][CH:10]=2)=[O:5])[CH3:2].[CH:24]1([Mg]Br)[CH2:28][CH2:27][CH2:26][CH2:25]1. The catalyst is C1COCC1. The product is [CH2:1]([O:3][C:4]([C:6]1[C:7]([CH:24]2[CH2:28][CH2:27][CH2:26][CH2:25]2)=[N:8][C:9]2[C:14]([C:15]=1[C:16]1[CH:21]=[CH:20][CH:19]=[CH:18][CH:17]=1)=[CH:13][C:12]([Cl:22])=[CH:11][CH:10]=2)=[O:5])[CH3:2]. The yield is 0.150.